Predict the reactants needed to synthesize the given product. From a dataset of Full USPTO retrosynthesis dataset with 1.9M reactions from patents (1976-2016). (1) Given the product [C:1]([O:5][C@@H:6]([C:11]1[C:40]([CH3:41])=[CH:39][C:38]2=[N:42][C:35]3=[CH:36][N:37]2[C:12]=1[N:13]1[CH2:14][CH2:15][C:16]([CH3:48])([O:17][CH2:18][CH2:19][CH2:20][CH2:21][C@H:22]([CH3:45])[O:23][C:24]2[C:25]([F:44])=[CH:26][CH:27]=[CH:28][C:29]=2[C:30]2[CH:43]=[C:34]3[CH:33]=[CH:32][CH:31]=2)[CH2:46][CH2:47]1)[C:7]([OH:9])=[O:8])([CH3:4])([CH3:2])[CH3:3], predict the reactants needed to synthesize it. The reactants are: [C:1]([O:5][C@@H:6]([C:11]1[C:40]([CH3:41])=[CH:39][C:38]2=[N:42][C:35]3=[CH:36][N:37]2[C:12]=1[N:13]1[CH2:47][CH2:46][C:16]([CH3:48])([O:17][CH2:18][CH2:19][CH2:20][CH2:21][C@H:22]([CH3:45])[O:23][C:24]2[C:25]([F:44])=[CH:26][CH:27]=[CH:28][C:29]=2[C:30]2[CH:43]=[C:34]3[CH:33]=[CH:32][CH:31]=2)[CH2:15][CH2:14]1)[C:7]([O:9]C)=[O:8])([CH3:4])([CH3:3])[CH3:2].C(O[C@@H](C1C(C)=CC2=NC3=C(Cl)N2C=1N1CCC(C)(OCCCC[C@H](C)OC2C=CC(C)=CC=2C2C=C3C=CC=2)CC1)C(O)=O)(C)(C)C. (2) The reactants are: [C:1]1([CH3:11])[CH:6]=[CH:5][C:4]([S:7](Cl)(=[O:9])=[O:8])=[CH:3][CH:2]=1.[OH:12][CH2:13][C@H:14]1[CH2:28][O:27][C:17]2[CH:18]=[CH:19][C:20]3[C:21](=[O:26])[CH:22]=[CH:23][O:24][C:25]=3[C:16]=2[O:15]1.O. Given the product [CH3:11][C:1]1[CH:6]=[CH:5][C:4]([S:7]([O:12][CH2:13][CH:14]2[CH2:28][O:27][C:17]3[CH:18]=[CH:19][C:20]4[C:21](=[O:26])[CH:22]=[CH:23][O:24][C:25]=4[C:16]=3[O:15]2)(=[O:9])=[O:8])=[CH:3][CH:2]=1, predict the reactants needed to synthesize it. (3) Given the product [CH:6]1([N:8]2[CH2:9][CH2:10][CH:11]([O:14][C:15]3[CH:20]=[N:19][C:18]([C:27]4[CH:28]=[CH:29][C:24]([C:22]#[N:23])=[CH:25][CH:26]=4)=[CH:17][N:16]=3)[CH2:12][CH2:13]2)[CH2:12][CH2:11][CH2:10][CH2:9]1, predict the reactants needed to synthesize it. The reactants are: C(O[C:6]([N:8]1[CH2:13][CH2:12][CH:11]([O:14][C:15]2[CH:20]=[N:19][C:18](Br)=[CH:17][N:16]=2)[CH2:10][CH2:9]1)=O)(C)(C)C.[C:22]([C:24]1[CH:29]=[CH:28][C:27](B(O)O)=[CH:26][CH:25]=1)#[N:23]. (4) Given the product [CH2:11]([N:18]([CH2:31][CH2:32][N:33]1[CH2:39][C:38](=[O:40])[C:37]([CH:42]2[CH2:45][CH2:44][CH2:43]2)([OH:41])[C:36]2[CH:46]=[CH:47][CH:48]=[CH:49][C:35]=2[CH2:34]1)[S:19]([C:22]1[CH:27]=[CH:26][CH:25]=[CH:24][C:23]=1[N+:28]([O-:30])=[O:29])(=[O:21])=[O:20])[C:12]1[CH:17]=[CH:16][CH:15]=[CH:14][CH:13]=1, predict the reactants needed to synthesize it. The reactants are: C(Cl)(C(Cl)=O)=O.CS(C)=O.[CH2:11]([N:18]([CH2:31][CH2:32][N:33]1[CH2:39][CH:38]([OH:40])[C:37]([CH:42]2[CH2:45][CH2:44][CH2:43]2)([OH:41])[C:36]2[CH:46]=[CH:47][CH:48]=[CH:49][C:35]=2[CH2:34]1)[S:19]([C:22]1[CH:27]=[CH:26][CH:25]=[CH:24][C:23]=1[N+:28]([O-:30])=[O:29])(=[O:21])=[O:20])[C:12]1[CH:17]=[CH:16][CH:15]=[CH:14][CH:13]=1.O. (5) Given the product [Br:24][C:22]1[CH:21]=[N:20][C:19]2=[CH:25][N:16]([CH2:15][C:12]([NH:11][C:6](=[O:7])[C:5]3[CH:9]=[CH:10][C:2]([I:1])=[CH:3][CH:4]=3)([C:13]#[N:14])[CH3:26])[N:17]=[C:18]2[CH:23]=1, predict the reactants needed to synthesize it. The reactants are: [I:1][C:2]1[CH:10]=[CH:9][C:5]([C:6](Cl)=[O:7])=[CH:4][CH:3]=1.[NH2:11][C:12]([CH3:26])([CH2:15][N:16]1[CH:25]=[C:19]2[N:20]=[CH:21][C:22]([Br:24])=[CH:23][C:18]2=[N:17]1)[C:13]#[N:14]. (6) Given the product [C:1]([O:5][C:6]([N:8]1[CH2:11][CH:10]([CH2:12][O:13][S:22]([CH3:21])(=[O:24])=[O:23])[CH2:9]1)=[O:7])([CH3:4])([CH3:3])[CH3:2], predict the reactants needed to synthesize it. The reactants are: [C:1]([O:5][C:6]([N:8]1[CH2:11][CH:10]([CH2:12][OH:13])[CH2:9]1)=[O:7])([CH3:4])([CH3:3])[CH3:2].CCN(CC)CC.[CH3:21][S:22](Cl)(=[O:24])=[O:23]. (7) Given the product [CH2:1]([O:3][C:4]([CH:6]1[CH:8]([C:9](=[O:26])[NH:10][C:11]2[CH:16]=[CH:15][C:14]([N:17]3[CH:22]=[CH:21][C:20]([O:23][CH3:37])=[CH:19][C:18]3=[O:24])=[CH:13][C:12]=2[F:25])[CH:7]1[C:27](=[O:36])[NH:28][C:29]1[CH:34]=[CH:33][C:32]([Cl:35])=[CH:31][CH:30]=1)=[O:5])[CH3:2], predict the reactants needed to synthesize it. The reactants are: [CH2:1]([O:3][C:4]([CH:6]1[CH:8]([C:9](=[O:26])[NH:10][C:11]2[CH:16]=[CH:15][C:14]([N:17]3[CH:22]=[CH:21][C:20]([OH:23])=[CH:19][C:18]3=[O:24])=[CH:13][C:12]=2[F:25])[CH:7]1[C:27](=[O:36])[NH:28][C:29]1[CH:34]=[CH:33][C:32]([Cl:35])=[CH:31][CH:30]=1)=[O:5])[CH3:2].[C:37](=O)([O-])[O-].[K+].[K+].COS(OC)(=O)=O. (8) Given the product [NH2:1][C:2]1[N:7]=[C:6]([N:8]2[C@H:13]([CH3:14])[CH2:12][CH2:11][C@H:10]([C:15]([NH:68][CH2:67][CH2:66][C:60]3[CH:65]=[CH:64][CH:63]=[CH:62][CH:61]=3)=[O:17])[CH2:9]2)[CH:5]=[C:4]([C:18]2[CH:23]=[CH:22][C:21]([C:24]#[N:25])=[C:20]([F:26])[CH:19]=2)[N:3]=1, predict the reactants needed to synthesize it. The reactants are: [NH2:1][C:2]1[N:7]=[C:6]([N:8]2[C@H:13]([CH3:14])[CH2:12][CH2:11][C@H:10]([C:15]([OH:17])=O)[CH2:9]2)[CH:5]=[C:4]([C:18]2[CH:23]=[CH:22][C:21]([C:24]#[N:25])=[C:20]([F:26])[CH:19]=2)[N:3]=1.CN(C(ON1N=NC2C=CC=NC1=2)=[N+](C)C)C.F[P-](F)(F)(F)(F)F.CCN(C(C)C)C(C)C.[C:60]1([CH2:66][CH2:67][NH2:68])[CH:65]=[CH:64][CH:63]=[CH:62][CH:61]=1.